This data is from Forward reaction prediction with 1.9M reactions from USPTO patents (1976-2016). The task is: Predict the product of the given reaction. (1) Given the reactants [F:1][C:2]1[CH:3]=[CH:4][CH:5]=[C:6]2[C:10]=1[N:9](C(OC(C)(C)C)=O)[C:8]([S:18]([N:21]1[CH2:26][CH2:25][CH2:24][C@H:23]([C:27]3[C:28]([N:47]([CH3:52])[S:48]([CH3:51])(=[O:50])=[O:49])=[CH:29][C:30]4[O:34][C:33]([C:35]5[CH:40]=[CH:39][C:38]([F:41])=[CH:37][CH:36]=5)=[C:32]([C:42](=[O:45])[NH:43][CH3:44])[C:31]=4[CH:46]=3)[CH2:22]1)(=[O:20])=[O:19])=[CH:7]2.C(O)(C(F)(F)F)=O, predict the reaction product. The product is: [F:1][C:2]1[CH:3]=[CH:4][CH:5]=[C:6]2[C:10]=1[NH:9][C:8]([S:18]([N:21]1[CH2:26][CH2:25][CH2:24][C@H:23]([C:27]3[C:28]([N:47]([CH3:52])[S:48]([CH3:51])(=[O:50])=[O:49])=[CH:29][C:30]4[O:34][C:33]([C:35]5[CH:36]=[CH:37][C:38]([F:41])=[CH:39][CH:40]=5)=[C:32]([C:42]([NH:43][CH3:44])=[O:45])[C:31]=4[CH:46]=3)[CH2:22]1)(=[O:19])=[O:20])=[CH:7]2.[F:41][C:38]1[CH:39]=[CH:40][C:35]([C:33]2[O:34][C:30]3[CH:29]=[C:28]([N:47]([CH3:52])[S:48]([CH3:51])(=[O:49])=[O:50])[CH:27]=[CH:46][C:31]=3[C:32]=2[C:42]([NH:43][CH3:44])=[O:45])=[CH:36][CH:37]=1. (2) Given the reactants C([O:3][C:4](=[O:19])[CH2:5][N:6]1[C:14]2[C:9](=[CH:10][C:11]([N+:15]([O-:17])=[O:16])=[CH:12][CH:13]=2)[C:8](=[O:18])[NH:7]1)C.[OH-].[Na+].Cl.CCOC(C)=O, predict the reaction product. The product is: [N+:15]([C:11]1[CH:10]=[C:9]2[C:14](=[CH:13][CH:12]=1)[N:6]([CH2:5][C:4]([OH:19])=[O:3])[NH:7][C:8]2=[O:18])([O-:17])=[O:16]. (3) Given the reactants C(O)CO.[CH2:5]([O:12][CH2:13][N:14]1[C:18]([C:19]2[CH:24]=[CH:23][C:22]([O:25][CH:26]([F:28])[F:27])=[C:21]([O:29][CH:30]3[CH2:32][CH2:31]3)[CH:20]=2)=[C:17]([CH2:33][C:34]2[CH:39]=[CH:38][CH:37]=[CH:36][C:35]=2[F:40])[C:16]([C:41]([O:43]CC)=O)=[C:15]1[CH:46]=O)[C:6]1[CH:11]=[CH:10][CH:9]=[CH:8][CH:7]=1.O.[NH2:49][NH2:50], predict the reaction product. The product is: [CH2:5]([O:12][CH2:13][N:14]1[C:15]2[CH:46]=[N:49][NH:50][C:41](=[O:43])[C:16]=2[C:17]([CH2:33][C:34]2[CH:39]=[CH:38][CH:37]=[CH:36][C:35]=2[F:40])=[C:18]1[C:19]1[CH:24]=[CH:23][C:22]([O:25][CH:26]([F:27])[F:28])=[C:21]([O:29][CH:30]2[CH2:32][CH2:31]2)[CH:20]=1)[C:6]1[CH:11]=[CH:10][CH:9]=[CH:8][CH:7]=1.